The task is: Predict the reaction yield, written as a fraction of the theoretical maximum amount of product (1.0 means a 100% yield; for example, 0.34 means a 34% yield).. This data is from Reaction yield outcomes from USPTO patents with 853,638 reactions. (1) The reactants are [CH3:1][CH:2]([CH3:38])[CH2:3][CH2:4][NH:5][C:6]([C:8]1[N:9]=[N:10][C:11]([N:14]2[CH2:19][CH2:18][N:17]([C:20]([C:22]3[N:23](CC4C=CC=CC=4)[N:24]=[N:25][C:26]=3[C:27]([F:30])([F:29])[F:28])=[O:21])[CH2:16][CH2:15]2)=[CH:12][CH:13]=1)=[O:7]. The catalyst is CO.C(O)(=O)C.[Pd]. The product is [CH3:1][CH:2]([CH3:38])[CH2:3][CH2:4][NH:5][C:6]([C:8]1[N:9]=[N:10][C:11]([N:14]2[CH2:15][CH2:16][N:17]([C:20]([C:22]3[NH:23][N:24]=[N:25][C:26]=3[C:27]([F:29])([F:28])[F:30])=[O:21])[CH2:18][CH2:19]2)=[CH:12][CH:13]=1)=[O:7]. The yield is 0.360. (2) The reactants are I.[Cl:2][C:3]1[C:4]2[C:5]3[C:6](=[C:20]([CH3:23])[O:21][N:22]=3)[C:7](=[O:19])[N:8]([CH:13]3[CH2:18][CH2:17][CH2:16][NH:15][CH2:14]3)[C:9]=2[CH:10]=[CH:11][CH:12]=1.[OH:24][C@H:25]([C:30]1[CH:35]=[CH:34][CH:33]=[CH:32][CH:31]=1)[CH2:26][C:27](O)=[O:28].Cl.CN(C)CCCN=C=NCC.ON1C2N=CC=CC=2N=N1.C(N(CC)CC)C. The catalyst is CN(C)C1C=CN=CC=1.CN(C)C=O. The product is [Cl:2][C:3]1[C:4]2[C:5]3[C:6](=[C:20]([CH3:23])[O:21][N:22]=3)[C:7](=[O:19])[N:8]([CH:13]3[CH2:18][CH2:17][CH2:16][N:15]([C:27](=[O:28])[CH2:26][CH:25]([OH:24])[C:30]4[CH:31]=[CH:32][CH:33]=[CH:34][CH:35]=4)[CH2:14]3)[C:9]=2[CH:10]=[CH:11][CH:12]=1. The yield is 0.660. (3) The reactants are [C:1]([O:5][C:6](=[O:33])[NH:7][C:8]1[C:16]2[C:11](=[CH:12][CH:13]=[CH:14][CH:15]=2)[C:10]([C:25]2[CH:30]=[CH:29][C:28]([OH:31])=[C:27](Br)[CH:26]=2)([C:17]2[CH:22]=[CH:21][C:20]([O:23][CH3:24])=[CH:19][CH:18]=2)[N:9]=1)([CH3:4])([CH3:3])[CH3:2].C(=O)([O-])[O-].[Cs+].[Cs+].IC.C(OCC)(=O)C. The catalyst is CN(C)C=O. The product is [C:1]([O:5][C:6](=[O:33])[NH:7][C:8]1[C:16]2[C:11](=[CH:12][CH:13]=[CH:14][CH:15]=2)[C:10]([C:25]2[CH:30]=[CH:29][C:28]([OH:31])=[CH:27][CH:26]=2)([C:17]2[CH:22]=[CH:21][C:20]([O:23][CH3:24])=[CH:19][CH:18]=2)[N:9]=1)([CH3:4])([CH3:2])[CH3:3]. The yield is 0.340. (4) The reactants are [C:1]([C:5]1[CH:6]=[C:7]2[C:11](=[CH:12][C:13]=1[N+:14]([O-])=O)[NH:10][CH:9]=[CH:8]2)([CH3:4])([CH3:3])[CH3:2]. The catalyst is CO.[Ni]. The product is [C:1]([C:5]1[CH:6]=[C:7]2[C:11](=[CH:12][C:13]=1[NH2:14])[NH:10][CH:9]=[CH:8]2)([CH3:4])([CH3:2])[CH3:3]. The yield is 0.870.